This data is from Reaction yield outcomes from USPTO patents with 853,638 reactions. The task is: Predict the reaction yield, written as a fraction of the theoretical maximum amount of product (1.0 means a 100% yield; for example, 0.34 means a 34% yield). (1) The reactants are [C:1](Cl)(=[O:8])[C:2]1[CH:7]=[CH:6][CH:5]=[CH:4][CH:3]=1.[F:10][C:11]1[CH:16]=[CH:15][C:14]([C:17]2[CH:22]=[CH:21][C:20]([CH2:23][CH:24]3[C:33]4[C:28](=[CH:29][C:30]([O:36][CH3:37])=[C:31]([O:34][CH3:35])[CH:32]=4)[CH2:27][CH2:26][NH:25]3)=[CH:19][CH:18]=2)=[C:13]([O:38][CH3:39])[CH:12]=1.[OH-].[Na+]. The catalyst is O1CCCC1. The product is [F:10][C:11]1[CH:16]=[CH:15][C:14]([C:17]2[CH:22]=[CH:21][C:20]([CH2:23][CH:24]3[C:33]4[C:28](=[CH:29][C:30]([O:36][CH3:37])=[C:31]([O:34][CH3:35])[CH:32]=4)[CH2:27][CH2:26][N:25]3[C:1]([C:2]3[CH:7]=[CH:6][CH:5]=[CH:4][CH:3]=3)=[O:8])=[CH:19][CH:18]=2)=[C:13]([O:38][CH3:39])[CH:12]=1. The yield is 0.595. (2) The reactants are [CH3:1][C:2]([CH3:17])([C:8]1[CH:13]=[CH:12][CH:11]=[C:10]([O:14][CH2:15][CH3:16])[CH:9]=1)[C:3]([O:5][CH2:6][CH3:7])=[O:4].[I:18]Cl. The catalyst is C(O)(=O)C.O. The product is [CH3:17][C:2]([CH3:1])([C:8]1[CH:13]=[CH:12][C:11]([I:18])=[C:10]([O:14][CH2:15][CH3:16])[CH:9]=1)[C:3]([O:5][CH2:6][CH3:7])=[O:4]. The yield is 0.820. (3) The reactants are F[C:2]1[CH:7]=[CH:6][N:5]=[C:4]([C:8]([OH:10])=[O:9])[CH:3]=1.[CH:11]1([C:14]2[N:15]=[CH:16][NH:17][CH:18]=2)[CH2:13][CH2:12]1.CN1CCOCC1.C(#N)C.CO. The catalyst is CN(C)C=O.Cl. The product is [CH:11]1([C:14]2[N:15]=[CH:16][N:17]([C:2]3[CH:7]=[CH:6][N:5]=[C:4]([C:8]([OH:10])=[O:9])[CH:3]=3)[CH:18]=2)[CH2:13][CH2:12]1. The yield is 0.690. (4) The reactants are Cl.[OH:2][C:3]1[C:4](=[O:46])[N:5]([C:39]2[N:40]=[N:41][C:42]([CH3:45])=[CH:43][CH:44]=2)[CH:6]([C:19]2[CH:24]=[CH:23][C:22]([O:25][C:26]3[N:30]=[CH:29][N:28](COCC[Si](C)(C)C)[N:27]=3)=[CH:21][CH:20]=2)[C:7]=1[C:8](=[O:18])[C:9]1[CH:14]=[CH:13][C:12]([CH:15]([CH3:17])[CH3:16])=[CH:11][CH:10]=1. The catalyst is CCO.C(=O)(O)[O-].[Na+].ClCCl. The product is [OH:2][C:3]1[C:4](=[O:46])[N:5]([C:39]2[N:40]=[N:41][C:42]([CH3:45])=[CH:43][CH:44]=2)[CH:6]([C:19]2[CH:20]=[CH:21][C:22]([O:25][C:26]3[N:30]=[CH:29][NH:28][N:27]=3)=[CH:23][CH:24]=2)[C:7]=1[C:8](=[O:18])[C:9]1[CH:10]=[CH:11][C:12]([CH:15]([CH3:16])[CH3:17])=[CH:13][CH:14]=1. The yield is 0.180. (5) The reactants are [Br:1][C:2]1[CH:3]=[C:4](B(O)O)[CH:5]=[N:6][CH:7]=1.Cl[C:12]1[C:21]([N:22]([CH:24]([CH3:26])[CH3:25])[CH3:23])=[N:20][C:19]2[C:14](=[CH:15][CH:16]=[C:17]([C:27]([O:29][CH3:30])=[O:28])[CH:18]=2)[N:13]=1.[O-]P([O-])([O-])=O.[K+].[K+].[K+]. The catalyst is O1CCOCC1.O.C1C=CC([P]([Pd]([P](C2C=CC=CC=2)(C2C=CC=CC=2)C2C=CC=CC=2)([P](C2C=CC=CC=2)(C2C=CC=CC=2)C2C=CC=CC=2)[P](C2C=CC=CC=2)(C2C=CC=CC=2)C2C=CC=CC=2)(C2C=CC=CC=2)C2C=CC=CC=2)=CC=1. The product is [Br:1][C:2]1[CH:3]=[C:4]([C:12]2[C:21]([N:22]([CH:24]([CH3:26])[CH3:25])[CH3:23])=[N:20][C:19]3[C:14](=[CH:15][CH:16]=[C:17]([C:27]([O:29][CH3:30])=[O:28])[CH:18]=3)[N:13]=2)[CH:5]=[N:6][CH:7]=1. The yield is 0.720. (6) The reactants are [Br:1][C:2]1[CH:7]=[CH:6][CH:5]=[CH:4][C:3]=1[CH2:8][C:9]([CH3:29])([CH3:28])[CH2:10][C:11]([CH:17]=[N:18][C:19]1[CH:27]=[CH:26][CH:25]=[C:24]2[C:20]=1[CH:21]=[N:22][NH:23]2)([OH:16])[C:12]([F:15])([F:14])[F:13].B(Br)(Br)Br.C(=O)(O)[O-].[Na+]. The catalyst is C(OCC)(=O)C. The product is [Br:1][C:2]1[C:3]2[CH2:8][C:9]([CH3:29])([CH3:28])[CH2:10][C:11]([C:12]([F:15])([F:14])[F:13])([OH:16])[CH:17]([NH:18][C:19]3[CH:27]=[CH:26][CH:25]=[C:24]4[C:20]=3[CH:21]=[N:22][NH:23]4)[C:4]=2[CH:5]=[CH:6][CH:7]=1. The yield is 0.705. (7) The reactants are Cl.[CH3:2][C:3]1[S:4][C:5]([C:8]2[N:12]=[C:11]([C@H:13]3[CH2:18][CH2:17][CH2:16][NH:15][CH2:14]3)[O:10][N:9]=2)=[CH:6][N:7]=1.[F:19][C:20]1[CH:28]=[CH:27][C:23]([C:24](Cl)=[O:25])=[CH:22][CH:21]=1. The catalyst is C(OCC)C. The product is [F:19][C:20]1[CH:28]=[CH:27][C:23]([C:24]([N:15]2[CH2:16][CH2:17][CH2:18][C@H:13]([C:11]3[O:10][N:9]=[C:8]([C:5]4[S:4][C:3]([CH3:2])=[N:7][CH:6]=4)[N:12]=3)[CH2:14]2)=[O:25])=[CH:22][CH:21]=1. The yield is 0.670. (8) The reactants are [CH3:1][S:2]([C:5]1[CH:10]=[CH:9][C:8]([C:11]2[C:12]([O:22][C:23]3[CH:28]=[CH:27][C:26]([O:29][CH2:30][CH2:31][N:32]4[CH2:37][CH2:36][CH2:35][CH2:34][CH2:33]4)=[CH:25][CH:24]=3)=[C:13]3[C:18](=[CH:19][CH:20]=2)[CH:17]=[C:16]([OH:21])[CH:15]=[CH:14]3)=[CH:7][CH:6]=1)(=[O:4])=[O:3].C(N(CC)CC)C.[CH3:45][N:46]=[C:47]=[O:48].C(=O)(O)[O-].[Na+]. The catalyst is ClCCl. The product is [CH3:1][S:2]([C:5]1[CH:6]=[CH:7][C:8]([C:11]2[C:12]([O:22][C:23]3[CH:28]=[CH:27][C:26]([O:29][CH2:30][CH2:31][N:32]4[CH2:37][CH2:36][CH2:35][CH2:34][CH2:33]4)=[CH:25][CH:24]=3)=[C:13]3[C:18](=[CH:19][CH:20]=2)[CH:17]=[C:16]([O:21][C:47](=[O:48])[NH:46][CH3:45])[CH:15]=[CH:14]3)=[CH:9][CH:10]=1)(=[O:4])=[O:3]. The yield is 0.600.